From a dataset of Forward reaction prediction with 1.9M reactions from USPTO patents (1976-2016). Predict the product of the given reaction. (1) Given the reactants Cl[C:2]1[CH:3]=[CH:4][C:5]2[O:14][CH2:13][CH2:12][C:11]3[CH:10]=[C:9]([C:15]4[N:16]([C:20]5[CH:25]=[CH:24][C:23]([F:26])=[CH:22][C:21]=5[F:27])[N:17]=[CH:18][N:19]=4)[S:8][C:7]=3[C:6]=2[N:28]=1.[CH3:29][C:30]1[CH:35]=[CH:34][C:33](B2OC(C)(C)C(C)(C)O2)=[CH:32][N:31]=1.C([O-])([O-])=O.[Cs+].[Cs+], predict the reaction product. The product is: [F:27][C:21]1[CH:22]=[C:23]([F:26])[CH:24]=[CH:25][C:20]=1[N:16]1[C:15]([C:9]2[S:8][C:7]3[C:6]4[N:28]=[C:2]([C:33]5[CH:32]=[N:31][C:30]([CH3:29])=[CH:35][CH:34]=5)[CH:3]=[CH:4][C:5]=4[O:14][CH2:13][CH2:12][C:11]=3[CH:10]=2)=[N:19][CH:18]=[N:17]1. (2) Given the reactants [F:1][C:2]1[CH:3]=[C:4]([C:9]2([CH2:15][CH2:16][C:17]([O:19]CC)=[O:18])[CH2:14][CH2:13][CH2:12][CH2:11][CH2:10]2)[CH:5]=[CH:6][C:7]=1[F:8].[OH-].[Na+].Cl, predict the reaction product. The product is: [F:1][C:2]1[CH:3]=[C:4]([C:9]2([CH2:15][CH2:16][C:17]([OH:19])=[O:18])[CH2:14][CH2:13][CH2:12][CH2:11][CH2:10]2)[CH:5]=[CH:6][C:7]=1[F:8]. (3) Given the reactants Br[C:2]1[CH:3]=[N:4][C:5]2[N:6]([CH:8]=[C:9]([CH2:11][O:12][C:13]3[CH:18]=[CH:17][CH:16]=[C:15]([F:19])[CH:14]=3)[N:10]=2)[CH:7]=1.[F:20][C:21]1[CH:26]=[CH:25][C:24](B(O)O)=[C:23]([C:30]([F:33])([F:32])[F:31])[CH:22]=1, predict the reaction product. The product is: [F:19][C:15]1[CH:14]=[C:13]([CH:18]=[CH:17][CH:16]=1)[O:12][CH2:11][C:9]1[N:10]=[C:5]2[N:4]=[CH:3][C:2]([C:24]3[CH:25]=[CH:26][C:21]([F:20])=[CH:22][C:23]=3[C:30]([F:31])([F:33])[F:32])=[CH:7][N:6]2[CH:8]=1. (4) Given the reactants [Cl:1][C:2]1[S:6][C:5]([S:7](Cl)(=[O:9])=[O:8])=[CH:4][CH:3]=1.[H-].[Na+].[CH3:13][CH:14]([CH3:26])[C:15]([O:17][NH:18][C:19]([O:21][C:22]([CH3:25])([CH3:24])[CH3:23])=[O:20])=[O:16], predict the reaction product. The product is: [CH3:13][CH:14]([CH3:26])[C:15]([O:17][N:18]([C:19]([O:21][C:22]([CH3:23])([CH3:25])[CH3:24])=[O:20])[S:7]([C:5]1[S:6][C:2]([Cl:1])=[CH:3][CH:4]=1)(=[O:9])=[O:8])=[O:16]. (5) Given the reactants Cl.[Br:2][C:3]1[CH:13]=C[C:6](CNC(C)C)=[CH:5][C:4]=1[F:14].[NH:15]1[CH:19]=[C:18]([C:20]([OH:22])=O)[N:17]=[CH:16]1.[CH:23]1C=CC2N(O)N=NC=2C=1.CCN=C=NCCCN(C)C.Cl.C([N:47]([CH2:50][CH3:51])[CH2:48][CH3:49])C, predict the reaction product. The product is: [Br:2][C:3]1[CH:13]=[C:51]([CH:6]=[CH:5][C:4]=1[F:14])[CH2:50][N:47]([CH:48]([CH3:49])[CH3:23])[C:20]([C:18]1[N:17]=[CH:16][NH:15][CH:19]=1)=[O:22]. (6) Given the reactants [S:1]1[CH:6]=[CH:5][C:4](=[O:7])[CH2:3][CH2:2]1.C(N(CC)CC)C.FC(F)(F)S(O[Si:21]([C:24]([CH3:27])([CH3:26])[CH3:25])([CH3:23])[CH3:22])(=O)=O, predict the reaction product. The product is: [O:7]([C:4]1[CH:3]=[CH:2][S:1][CH2:6][CH:5]=1)[Si:21]([C:24]([CH3:27])([CH3:26])[CH3:25])([CH3:23])[CH3:22]. (7) Given the reactants [Cl:1][C:2]1[CH:3]=[C:4]2[C:8](=[CH:9][CH:10]=1)[NH:7][C:6]([C:11]1[CH:16]=[CH:15][C:14]([Cl:17])=[CH:13][C:12]=1[Cl:18])=[CH:5]2.[C:19](Cl)(=O)[CH3:20].[Sn](Cl)(Cl)(Cl)Cl.Cl.C(=O)(O)O.[NH2:33][NH:34][C:35]([NH2:37])=[NH:36], predict the reaction product. The product is: [Cl:1][C:2]1[CH:3]=[C:4]2[C:8](=[CH:9][CH:10]=1)[NH:7][C:6]([C:11]1[CH:16]=[CH:15][C:14]([Cl:17])=[CH:13][C:12]=1[Cl:18])=[C:5]2[CH2:20][CH:19]=[N:33][NH:34][C:35](=[NH:36])[NH2:37]. (8) Given the reactants Cl[C:2]1[N:3]=[CH:4][C:5]2[N:11]([CH3:12])[C:10](=[O:13])[C:9]([F:15])([F:14])[CH2:8][N:7]([CH:16]3[CH2:19][CH2:18][CH2:17]3)[C:6]=2[N:20]=1.O.C1(C)C(S(O)(=O)=O)=CC=CC=1.[NH2:33][C:34]1[CH:47]=[CH:46][C:37]([C:38]([NH:40][CH2:41][CH2:42][N:43]([CH3:45])[CH3:44])=[O:39])=[CH:36][C:35]=1[O:48][CH3:49], predict the reaction product. The product is: [CH:16]1([N:7]2[CH2:8][C:9]([F:15])([F:14])[C:10](=[O:13])[N:11]([CH3:12])[C:5]3[CH:4]=[N:3][C:2]([NH:33][C:34]4[CH:47]=[CH:46][C:37]([C:38]([NH:40][CH2:41][CH2:42][N:43]([CH3:44])[CH3:45])=[O:39])=[CH:36][C:35]=4[O:48][CH3:49])=[N:20][C:6]2=3)[CH2:19][CH2:18][CH2:17]1.